From a dataset of Full USPTO retrosynthesis dataset with 1.9M reactions from patents (1976-2016). Predict the reactants needed to synthesize the given product. (1) Given the product [CH3:18][O:11][C:10]([CH:8]1[CH2:9][CH:7]1[C:1]1[CH:6]=[CH:5][CH:4]=[CH:3][CH:2]=1)=[O:12], predict the reactants needed to synthesize it. The reactants are: [C:1]1([CH:7]2[CH2:9][CH:8]2[C:10]([OH:12])=[O:11])[CH:6]=[CH:5][CH:4]=[CH:3][CH:2]=1.OS(O)(=O)=O.[CH3:18]O. (2) Given the product [CH3:35][O:36][CH2:37][C@@H:38]([NH:40][C:23]([C:22]1[C:16]2[C:17](=[N:18][CH:19]=[C:14]([C:7]3[C:6]4[C:10](=[CH:11][CH:12]=[C:4]([CH:1]5[CH2:3][CH2:2]5)[CH:5]=4)[N:9]([CH3:13])[N:8]=3)[N:15]=2)[N:20]([CH2:26][O:27][CH2:28][CH2:29][Si:30]([CH3:32])([CH3:33])[CH3:31])[CH:21]=1)=[O:24])[CH3:39], predict the reactants needed to synthesize it. The reactants are: [CH:1]1([C:4]2[CH:5]=[C:6]3[C:10](=[CH:11][CH:12]=2)[N:9]([CH3:13])[N:8]=[C:7]3[C:14]2[N:15]=[C:16]3[C:22]([C:23](O)=[O:24])=[CH:21][N:20]([CH2:26][O:27][CH2:28][CH2:29][Si:30]([CH3:33])([CH3:32])[CH3:31])[C:17]3=[N:18][CH:19]=2)[CH2:3][CH2:2]1.Cl.[CH3:35][O:36][CH2:37][C@@H:38]([NH2:40])[CH3:39].CN(C(ON1N=NC2C=CC=NC1=2)=[N+](C)C)C.F[P-](F)(F)(F)(F)F.C(N(CC)C(C)C)(C)C. (3) The reactants are: CN(C)C=O.P(Cl)(Cl)(Cl)=O.[Cl:11][C:12]1[N:17]=[C:16]([C:18](=[NH:22])[NH:19][C:20]#[N:21])[CH:15]=[CH:14][N:13]=1.[CH2:23](Cl)[Cl:24]. Given the product [Cl:24][C:23]1[N:22]=[C:18]([C:16]2[CH:15]=[CH:14][N:13]=[C:12]([Cl:11])[N:17]=2)[N:19]=[CH:20][N:21]=1, predict the reactants needed to synthesize it. (4) The reactants are: [CH:1]([O:4][C:5]([N:7]1[C:16]2[C:11](=[N:12][C:13]([NH:18][CH2:19][C:20]3[CH:25]=[CH:24][CH:23]=[CH:22][CH:21]=3)=[C:14]([CH3:17])[CH:15]=2)[C@H:10](N(CC2C=C(C(F)(F)F)C=C(C(F)(F)F)C=2)C#N)[CH2:9][C@@H:8]1[CH2:44][CH3:45])=[O:6])([CH3:3])[CH3:2].[N-]=[N+]=[N-].[Na+].Cl.C(N(CC)CC)C.C1(P(C2C=CC=CC=2)C2C=CC=CC=2)C=CC=CC=1.CO.CC(OC(/N=N/C(OC(C)C)=O)=O)C. Given the product [CH:1]([O:4][C:5]([N:7]1[C:16]2[C:11](=[N:12][C:13]([NH:18][CH2:19][C:20]3[CH:25]=[CH:24][CH:23]=[CH:22][CH:21]=3)=[C:14]([CH3:17])[CH:15]=2)[CH2:10][CH2:9][CH:8]1[CH2:44][CH3:45])=[O:6])([CH3:3])[CH3:2], predict the reactants needed to synthesize it.